From a dataset of Forward reaction prediction with 1.9M reactions from USPTO patents (1976-2016). Predict the product of the given reaction. (1) Given the reactants C([O:3][C:4](=[O:28])[CH2:5][CH:6]([CH2:11][N:12]1[CH2:17][CH2:16][CH2:15][CH:14]([C:18]2[CH:23]=[CH:22][CH:21]=[C:20]([C:24]([F:27])([F:26])[F:25])[CH:19]=2)[CH2:13]1)[C:7]([F:10])([F:9])[F:8])C.[OH-].[Na+], predict the reaction product. The product is: [F:10][C:7]([F:8])([F:9])[CH:6]([CH2:11][N:12]1[CH2:17][CH2:16][CH2:15][CH:14]([C:18]2[CH:23]=[CH:22][CH:21]=[C:20]([C:24]([F:25])([F:26])[F:27])[CH:19]=2)[CH2:13]1)[CH2:5][C:4]([OH:28])=[O:3]. (2) Given the reactants [CH2:1]([O:3][C:4]([C:6]1([C:9]2[CH:14]=[CH:13][C:12]([C:15]3[CH:20]=[CH:19][C:18]([C:21]4[O:25][N:24]=[C:23]([CH3:26])[C:22]=4[CH2:27][CH2:28][CH:29]=[O:30])=[CH:17][CH:16]=3)=[CH:11][CH:10]=2)[CH2:8][CH2:7]1)=[O:5])[CH3:2].[CH2:31]([Mg]Br)[C:32]1[CH:37]=[CH:36][CH:35]=[CH:34][CH:33]=1, predict the reaction product. The product is: [CH2:1]([O:3][C:4]([C:6]1([C:9]2[CH:10]=[CH:11][C:12]([C:15]3[CH:20]=[CH:19][C:18]([C:21]4[O:25][N:24]=[C:23]([CH3:26])[C:22]=4[CH2:27][CH2:28][CH:29]([OH:30])[CH2:31][C:32]4[CH:37]=[CH:36][CH:35]=[CH:34][CH:33]=4)=[CH:17][CH:16]=3)=[CH:13][CH:14]=2)[CH2:8][CH2:7]1)=[O:5])[CH3:2].